Dataset: Microsomal clearance measurements from AstraZeneca. Task: Regression/Classification. Given a drug SMILES string, predict its absorption, distribution, metabolism, or excretion properties. Task type varies by dataset: regression for continuous measurements (e.g., permeability, clearance, half-life) or binary classification for categorical outcomes (e.g., BBB penetration, CYP inhibition). For this dataset (clearance_microsome_az), we predict log10(clearance) (log10 of the in vitro intrinsic clearance, CLint, in uL/min per mg of human liver microsomal protein, equivalently mL/min/g; values are censored to the assay range of 3 to 150, which is 0.477 to 2.18 on this log10 scale). (1) The drug is CCCN(CCC)CCc1ccc(O)c(NC(C)=O)c1. The log10(clearance) is 1.56. (2) The drug is COC(=O)N1CCN(c2ccnc(-n3ccnc3)n2)C(CC(=O)NCc2ccc3c(c2)OCO3)C1. The log10(clearance) is 1.23. (3) The compound is O=C(NCc1cccnc1)c1cc(-c2ccco2)on1. The log10(clearance) is 1.14. (4) The compound is CC(=O)Nc1ccc(O)cc1OC[C@@H](O)CN1CCC2(CC1)Cc1cc(Cl)ccc1O2. The log10(clearance) is 0.900. (5) The compound is CN1CCN(c2nc3ccccc3cc2Cn2nc(-c3ccc4nc(N)sc4c3)c3c(N)ncnc32)CC1. The log10(clearance) is 1.86. (6) The molecule is COc1ccc(N(C(=O)c2ccccc2)C(C(=O)NC[C@@H](C)O)c2ccccc2F)c(OC)c1. The log10(clearance) is 2.02. (7) The compound is COc1cccc(Oc2cncnc2O)c1. The log10(clearance) is 0.480.